This data is from Forward reaction prediction with 1.9M reactions from USPTO patents (1976-2016). The task is: Predict the product of the given reaction. (1) Given the reactants CC1(C)[C@H]2CC[C@]1(CS(O)(=O)=O)C(=O)C2.[Br:16][C:17]1[CH:18]=[C:19]2[C:23](=[CH:24][CH:25]=1)[CH2:22][C@H:21]([NH2:26])[CH2:20]2.C(=O)([O-])[O-].[K+].[K+].Cl[C:34]([O:36][CH2:37][C:38]1[CH:43]=[CH:42][CH:41]=[CH:40][CH:39]=1)=[O:35], predict the reaction product. The product is: [Br:16][C:17]1[CH:18]=[C:19]2[C:23](=[CH:24][CH:25]=1)[CH2:22][C@H:21]([NH:26][C:34](=[O:35])[O:36][CH2:37][C:38]1[CH:43]=[CH:42][CH:41]=[CH:40][CH:39]=1)[CH2:20]2. (2) Given the reactants [CH2:1]([C@H:3]1[N:12]([C:13](=[O:22])[C:14]2[CH:19]=[CH:18][C:17]([O:20]C)=[CH:16][CH:15]=2)[C:11]2[C:6](=[CH:7][C:8]([F:23])=[CH:9][CH:10]=2)[N:5]([CH3:24])[C:4]1=[O:25])[CH3:2].B(Cl)(Cl)Cl, predict the reaction product. The product is: [CH2:1]([C@H:3]1[N:12]([C:13](=[O:22])[C:14]2[CH:19]=[CH:18][C:17]([OH:20])=[CH:16][CH:15]=2)[C:11]2[C:6](=[CH:7][C:8]([F:23])=[CH:9][CH:10]=2)[N:5]([CH3:24])[C:4]1=[O:25])[CH3:2]. (3) Given the reactants [CH3:1][N:2]1[CH2:7][CH2:6][N:5]([CH2:8][CH2:9][O:10][C:11]2[CH:16]=[CH:15][C:14]([N+:17]([O-])=O)=[C:13]([CH3:20])[CH:12]=2)[CH2:4][CH2:3]1, predict the reaction product. The product is: [CH3:20][C:13]1[CH:12]=[C:11]([O:10][CH2:9][CH2:8][N:5]2[CH2:6][CH2:7][N:2]([CH3:1])[CH2:3][CH2:4]2)[CH:16]=[CH:15][C:14]=1[NH2:17]. (4) Given the reactants [CH3:1][N:2]([CH2:13][C:14]1[N:15]=[C:16]2[CH:21]=[CH:20][CH:19]=[CH:18][N:17]2[C:22]=1[C:23](O)=[O:24])[CH:3]1[C:12]2[N:11]=[CH:10][CH:9]=[CH:8][C:7]=2[CH2:6][CH2:5][CH2:4]1.[NH:26]1[CH2:29][CH:28]([NH:30][C:31](=[O:37])[O:32][C:33]([CH3:36])([CH3:35])[CH3:34])[CH2:27]1.O.ON1C2C=CC=CC=2N=N1.Cl.CN(C)CCCN=C=NCC.FC(F)(F)C(O)=O, predict the reaction product. The product is: [CH3:1][N:2]([CH2:13][C:14]1[N:15]=[C:16]2[CH:21]=[CH:20][CH:19]=[CH:18][N:17]2[C:22]=1[C:23]([N:26]1[CH2:29][CH:28]([NH:30][C:31](=[O:37])[O:32][C:33]([CH3:34])([CH3:36])[CH3:35])[CH2:27]1)=[O:24])[CH:3]1[C:12]2[N:11]=[CH:10][CH:9]=[CH:8][C:7]=2[CH2:6][CH2:5][CH2:4]1. (5) Given the reactants [CH2:1]([O:3][C:4](=[O:18])[CH2:5][CH:6]1[O:10][B:9]([OH:11])[C:8]2[CH:12]=[C:13]([OH:17])[CH:14]=[C:15]([CH3:16])[C:7]1=2)[CH3:2].Cl[C:20]1[CH:25]=[N:24][C:23]([C:26]([O:28][CH3:29])=[O:27])=[CH:22][N:21]=1.[H-].[Na+].Cl, predict the reaction product. The product is: [CH3:29][O:28][C:26]([C:23]1[CH:22]=[N:21][C:20]([O:17][C:13]2[CH:14]=[C:15]([CH3:16])[C:7]3[CH:6]([CH2:5][C:4]([O:3][CH2:1][CH3:2])=[O:18])[O:10][B:9]([OH:11])[C:8]=3[CH:12]=2)=[CH:25][N:24]=1)=[O:27]. (6) Given the reactants [Cl-].[Al+3].[Cl-].[Cl-].[F:5][C:6]1[CH:11]=[C:10]([I:12])[CH:9]=[CH:8][C:7]=1[NH:13][C:14]1[N:15]([CH3:58])[C:16](=[O:57])[C:17]([CH3:56])=[C:18]2[C:23]=1[C:22](=[O:24])[N:21](CC1C=CC(OC)=CC=1)[C:20](=[O:34])[N:19]2[C:35]1[CH:36]=[C:37]([CH:53]=[CH:54][CH:55]=1)[C:38]([N:40]1[CH2:45][CH2:44][N:43](C(OC(C)(C)C)=O)[CH2:42][CH2:41]1)=[O:39].CO, predict the reaction product. The product is: [F:5][C:6]1[CH:11]=[C:10]([I:12])[CH:9]=[CH:8][C:7]=1[NH:13][C:14]1[N:15]([CH3:58])[C:16](=[O:57])[C:17]([CH3:56])=[C:18]2[C:23]=1[C:22](=[O:24])[NH:21][C:20](=[O:34])[N:19]2[C:35]1[CH:55]=[CH:54][CH:53]=[C:37]([C:38]([N:40]2[CH2:45][CH2:44][NH:43][CH2:42][CH2:41]2)=[O:39])[CH:36]=1. (7) Given the reactants Cl.[NH2:2][CH2:3][CH:4]1[CH2:16][N:14]2[C:15]3[C:10]([C:11](=[O:18])[NH:12][C:13]2=[O:17])=[CH:9][CH:8]=[CH:7][C:6]=3[CH2:5]1.CCN=C=NCCCN(C)C.Cl.ON1C2C=CC=CC=2N=N1.[C:41](O)(=[O:48])[C:42]1[CH:47]=[CH:46][CH:45]=[CH:44][CH:43]=1.C(N(CC)CC)C.S([O-])(O)(=O)=O.[K+], predict the reaction product. The product is: [O:18]=[C:11]1[C:10]2[C:15]3=[C:6]([CH2:5][CH:4]([CH2:3][NH:2][C:41](=[O:48])[C:42]4[CH:47]=[CH:46][CH:45]=[CH:44][CH:43]=4)[CH2:16][N:14]3[C:13](=[O:17])[NH:12]1)[CH:7]=[CH:8][CH:9]=2. (8) Given the reactants [CH3:1][C:2]([CH3:25])([CH3:24])[CH2:3][N:4]1[C:12]2[C:7](=[N:8][C:9]([CH:13]3[CH:15]([CH3:16])[CH:14]3[C:17](OCC)=[O:18])=[CH:10][CH:11]=2)[N:6]([CH3:22])[C:5]1=[O:23].CC(C[AlH]CC(C)C)C, predict the reaction product. The product is: [CH3:24][C:2]([CH3:1])([CH3:25])[CH2:3][N:4]1[C:12]2[C:7](=[N:8][C:9]([CH:13]3[CH:15]([CH3:16])[CH:14]3[CH2:17][OH:18])=[CH:10][CH:11]=2)[N:6]([CH3:22])[C:5]1=[O:23]. (9) Given the reactants [CH2:1]([Sn:5](Cl)([CH2:10][CH2:11][CH2:12][CH3:13])[CH2:6][CH2:7][CH2:8][CH3:9])[CH2:2][CH2:3][CH3:4].[C:15]([C:19]1[CH:24]=[CH:23][C:22]([C:25]#[C:26][C@@H:27]2[N:31]([CH2:32][C:33]3[CH:38]=[CH:37][C:36]([O:39][CH3:40])=[CH:35][C:34]=3[O:41][CH3:42])[C:30](=[O:43])[CH2:29][CH2:28]2)=[CH:21][CH:20]=1)([CH3:18])([CH3:17])[CH3:16], predict the reaction product. The product is: [C:15]([C:19]1[CH:24]=[CH:23][C:22](/[C:25](/[Sn:5]([CH2:6][CH2:7][CH2:8][CH3:9])([CH2:10][CH2:11][CH2:12][CH3:13])[CH2:1][CH2:2][CH2:3][CH3:4])=[CH:26]\[C@@H:27]2[N:31]([CH2:32][C:33]3[CH:38]=[CH:37][C:36]([O:39][CH3:40])=[CH:35][C:34]=3[O:41][CH3:42])[C:30](=[O:43])[CH2:29][CH2:28]2)=[CH:21][CH:20]=1)([CH3:18])([CH3:16])[CH3:17].